This data is from Full USPTO retrosynthesis dataset with 1.9M reactions from patents (1976-2016). The task is: Predict the reactants needed to synthesize the given product. Given the product [C:39]([C:36]1[N:37]=[CH:38][C:33]([C:16]2[C:15]([O:27][CH3:28])=[C:14]3[C:9]([CH:10]=[N:11][C:12]([N:29]([CH3:31])[CH3:30])=[N:13]3)=[C:8]([C:4]3[CH:5]=[CH:6][CH:7]=[C:2]([Cl:1])[CH:3]=3)[CH:17]=2)=[CH:34][CH:35]=1)([OH:41])=[O:40], predict the reactants needed to synthesize it. The reactants are: [Cl:1][C:2]1[CH:3]=[C:4]([C:8]2[CH:17]=[C:16](B3OC(C)(C)C(C)(C)O3)[C:15]([O:27][CH3:28])=[C:14]3[C:9]=2[CH:10]=[N:11][C:12]([N:29]([CH3:31])[CH3:30])=[N:13]3)[CH:5]=[CH:6][CH:7]=1.Br[C:33]1[CH:34]=[CH:35][C:36]([C:39]([OH:41])=[O:40])=[N:37][CH:38]=1.